Task: Predict the reaction yield, written as a fraction of the theoretical maximum amount of product (1.0 means a 100% yield; for example, 0.34 means a 34% yield).. Dataset: Reaction yield outcomes from USPTO patents with 853,638 reactions (1) The reactants are N12CCCN=C1CCCCC2.[CH3:12][O:13][C:14](=[O:24])[C:15]#[C:16][C:17]1[CH:22]=[CH:21][CH:20]=[C:19]([F:23])[CH:18]=1.C1(C)C=C(C)C=C(C)C=1S([O-])(=O)=O.[NH2:38][N+:39]1[CH:44]=[CH:43][CH:42]=[C:41]([O:45][CH3:46])[N:40]=1. The catalyst is C(#N)C. The product is [CH3:12][O:13][C:14]([C:15]1[C:16]([C:17]2[CH:22]=[CH:21][CH:20]=[C:19]([F:23])[CH:18]=2)=[N:38][N:39]2[C:44]=1[CH:43]=[CH:42][C:41]([O:45][CH3:46])=[N:40]2)=[O:24]. The yield is 0.530. (2) The reactants are [N:1]1([C:7]([C:9]2[S:10][CH:11]=[CH:12][CH:13]=2)=[O:8])[CH2:6][CH2:5][NH:4][CH2:3][CH2:2]1.Cl[C:15]1[C:24]2[C:19](=[CH:20][CH:21]=[C:22]([CH3:25])[CH:23]=2)[NH:18][C:17](=[O:26])[C:16]=1[C:27]#[N:28]. The catalyst is C1(C)C=CC=CC=1. The product is [CH3:25][C:22]1[CH:23]=[C:24]2[C:19](=[CH:20][CH:21]=1)[NH:18][C:17](=[O:26])[C:16]([C:27]#[N:28])=[C:15]2[N:4]1[CH2:5][CH2:6][N:1]([C:7]([C:9]2[S:10][CH:11]=[CH:12][CH:13]=2)=[O:8])[CH2:2][CH2:3]1. The yield is 0.920. (3) The reactants are [F:1][C:2]1[CH:3]=[C:4]([F:13])[C:5]2[O:10][CH2:9][C:8](=[O:11])[NH:7][C:6]=2[CH:12]=1.C([O-])([O-])=O.[Cs+].[Cs+].[Cl:20][CH2:21][CH2:22][CH2:23]I. No catalyst specified. The product is [Cl:20][CH2:21][CH2:22][CH2:23][N:7]1[C:6]2[CH:12]=[C:2]([F:1])[CH:3]=[C:4]([F:13])[C:5]=2[O:10][CH2:9][C:8]1=[O:11]. The yield is 0.390. (4) The reactants are [CH3:1][C:2]1[O:6][N:5]=[C:4]([C:7]2[CH:12]=[CH:11][CH:10]=[CH:9][CH:8]=2)[C:3]=1[CH2:13][O:14][C:15]1[CH:23]=[CH:22][C:18]([C:19]([OH:21])=O)=[CH:17][N:16]=1.[NH2:24][CH2:25][C:26]([CH3:29])([OH:28])[CH3:27]. No catalyst specified. The product is [OH:28][C:26]([CH3:29])([CH3:27])[CH2:25][NH:24][C:19](=[O:21])[C:18]1[CH:22]=[CH:23][C:15]([O:14][CH2:13][C:3]2[C:4]([C:7]3[CH:8]=[CH:9][CH:10]=[CH:11][CH:12]=3)=[N:5][O:6][C:2]=2[CH3:1])=[N:16][CH:17]=1. The yield is 0.490. (5) The reactants are C(OC(=O)[NH:7][C:8]1[CH:13]=[CH:12][CH:11]=[C:10]([O:14][C:15]2[CH:16]=[CH:17][C:18]3[N:19]([N:21]=[C:22]([NH:24][C:25]([CH:27]4[CH2:29][CH2:28]4)=[O:26])[N:23]=3)[CH:20]=2)[CH:9]=1)(C)(C)C.COC1C=CC=CC=1.FC(F)(F)C(O)=O. No catalyst specified. The product is [NH2:7][C:8]1[CH:9]=[C:10]([CH:11]=[CH:12][CH:13]=1)[O:14][C:15]1[CH:16]=[CH:17][C:18]2[N:19]([N:21]=[C:22]([NH:24][C:25]([CH:27]3[CH2:29][CH2:28]3)=[O:26])[N:23]=2)[CH:20]=1. The yield is 0.830. (6) The reactants are [CH3:1][O:2][C:3]([CH:5]1[C:10](=O)[CH2:9][CH2:8][N:7]([C:12]([O:14][C:15]([CH3:18])([CH3:17])[CH3:16])=[O:13])[CH2:6]1)=[O:4].[NH:19]1[CH2:22][CH2:21][CH2:20]1.C(O[BH-](OC(=O)C)OC(=O)C)(=O)C.[Na+].O. The catalyst is ClCCCl. The product is [CH3:1][O:2][C:3]([CH:5]1[CH:10]([N:19]2[CH2:22][CH2:21][CH2:20]2)[CH2:9][CH2:8][N:7]([C:12]([O:14][C:15]([CH3:18])([CH3:17])[CH3:16])=[O:13])[CH2:6]1)=[O:4]. The yield is 0.880.